Dataset: Forward reaction prediction with 1.9M reactions from USPTO patents (1976-2016). Task: Predict the product of the given reaction. (1) Given the reactants [CH:1]([C:3]1[C:4]([O:14][CH2:15][C:16]2[CH:37]=[CH:36][C:19]([O:20][CH2:21][C:22]3[N:23]=[C:24]([C:28]4[CH:29]=[C:30]([CH:33]=[CH:34][CH:35]=4)[C:31]#[N:32])[O:25][C:26]=3[CH3:27])=[C:18]([O:38][CH3:39])[CH:17]=2)=[N:5][N:6]([C:8]2[CH:13]=[CH:12][CH:11]=[CH:10][CH:9]=2)[CH:7]=1)=O.[CH2:40](P(=O)(OCC)OCC)[P:41](=[O:48])([O:45][CH2:46][CH3:47])[O:42][CH2:43][CH3:44].CN(C)C=O.[H-].[Na+], predict the reaction product. The product is: [C:31]([C:30]1[CH:29]=[C:28]([C:24]2[O:25][C:26]([CH3:27])=[C:22]([CH2:21][O:20][C:19]3[CH:36]=[CH:37][C:16]([CH2:15][O:14][C:4]4[C:3](/[CH:1]=[CH:40]/[P:41](=[O:48])([O:45][CH2:46][CH3:47])[O:42][CH2:43][CH3:44])=[CH:7][N:6]([C:8]5[CH:13]=[CH:12][CH:11]=[CH:10][CH:9]=5)[N:5]=4)=[CH:17][C:18]=3[O:38][CH3:39])[N:23]=2)[CH:35]=[CH:34][CH:33]=1)#[N:32]. (2) Given the reactants [S:1](Cl)([C:4]1[C:16]2[CH:15]=[CH:14][CH:13]=[C:9]([N:10]([CH3:12])[CH3:11])[C:8]=2[CH:7]=[CH:6][CH:5]=1)(=[O:3])=[O:2].[F-:18].[K+], predict the reaction product. The product is: [S:1]([F:18])([C:4]1[C:16]2[CH:15]=[CH:14][CH:13]=[C:9]([N:10]([CH3:12])[CH3:11])[C:8]=2[CH:7]=[CH:6][CH:5]=1)(=[O:3])=[O:2]. (3) Given the reactants [C:1]([O:5][C:6](=[O:20])[N:7]([CH2:9][CH2:10][C@H:11]1[CH2:16][CH2:15][C@H:14]([CH2:17][C:18]#N)[CH2:13][CH2:12]1)[CH3:8])([CH3:4])([CH3:3])[CH3:2].CC(C[AlH]CC(C)C)C.Cl.CC[O:33]CC, predict the reaction product. The product is: [C:1]([O:5][C:6](=[O:20])[N:7]([CH3:8])[CH2:9][CH2:10][C@H:11]1[CH2:16][CH2:15][C@H:14]([CH2:17][CH:18]=[O:33])[CH2:13][CH2:12]1)([CH3:4])([CH3:3])[CH3:2]. (4) The product is: [C:19]([O:23][C:24]([N:11]1[C:12]2[C:8](=[CH:7][CH:6]=[C:5]([O:4][C:3]3[CH:15]=[CH:16][CH:17]=[CH:18][C:2]=3[F:1])[CH:13]=2)[C:9]([I:14])=[N:10]1)=[O:25])([CH3:22])([CH3:21])[CH3:20]. Given the reactants [F:1][C:2]1[CH:18]=[CH:17][CH:16]=[CH:15][C:3]=1[O:4][C:5]1[CH:13]=[C:12]2[C:8]([C:9]([I:14])=[N:10][NH:11]2)=[CH:7][CH:6]=1.[C:19]([O:23][C:24](O[C:24]([O:23][C:19]([CH3:22])([CH3:21])[CH3:20])=[O:25])=[O:25])([CH3:22])([CH3:21])[CH3:20], predict the reaction product. (5) Given the reactants [C:1]([O:4][C@@H:5]1[C@@H:10]([O:11][C:12](=[O:14])[CH3:13])[C@H:9]([O:15][C:16](=[O:18])[CH3:17])[C@@H:8]([O:19]/[C:20](/[C:29]([O:31][CH2:32]C)=[O:30])=[CH:21]\[C:22]2[CH:27]=[CH:26][CH:25]=[CH:24][C:23]=2F)[O:7][C@H:6]1[CH2:34][O:35][C:36](=[O:38])[CH3:37])(=[O:3])[CH3:2].[Br:39]C1C=CC(CC(=O)C(OC)=O)=CC=1.[H-].[Na+].[Br-].C(O[C@@H]1[C@@H](OC(=O)C)[C@@H](OC(=O)C)[C@@H](COC(=O)C)O[C@@H]1O)(=O)C, predict the reaction product. The product is: [C:1]([O:4][C@H:5]1[C@@H:10]([O:11][C:12](=[O:14])[CH3:13])[C@H:9]([O:15][C:16](=[O:18])[CH3:17])[C@@H:8]([O:19]/[C:20](/[C:29]([O:31][CH3:32])=[O:30])=[CH:21]\[C:22]2[CH:27]=[CH:26][C:25]([Br:39])=[CH:24][CH:23]=2)[O:7][C@H:6]1[CH2:34][O:35][C:36](=[O:38])[CH3:37])(=[O:3])[CH3:2]. (6) Given the reactants [CH3:1][N:2]([CH3:40])[C:3](=[O:39])[O:4][C:5]1[CH:10]=[CH:9][C:8]([C:11]([NH:33][CH2:34][CH:35]=[CH2:36])(O)[CH2:12][CH2:13][O:14][Si:15]([C:28]([CH3:31])([CH3:30])[CH3:29])([C:22]2[CH:27]=[CH:26][CH:25]=[CH:24][CH:23]=2)[C:16]2[CH:21]=[CH:20][CH:19]=[CH:18][CH:17]=2)=[C:7]([CH:37]=[CH2:38])[CH:6]=1.C(N(CC)CC)C.[C:48](O[C:48]([O:50][C:51]([CH3:54])([CH3:53])[CH3:52])=[O:49])([O:50][C:51]([CH3:54])([CH3:53])[CH3:52])=[O:49], predict the reaction product. The product is: [CH2:34]([N:33]([CH:11]([C:8]1[CH:9]=[CH:10][C:5]([O:4][C:3](=[O:39])[N:2]([CH3:40])[CH3:1])=[CH:6][C:7]=1[CH:37]=[CH2:38])[CH2:12][CH2:13][O:14][Si:15]([C:28]([CH3:31])([CH3:29])[CH3:30])([C:22]1[CH:23]=[CH:24][CH:25]=[CH:26][CH:27]=1)[C:16]1[CH:17]=[CH:18][CH:19]=[CH:20][CH:21]=1)[C:48](=[O:49])[O:50][C:51]([CH3:54])([CH3:53])[CH3:52])[CH:35]=[CH2:36]. (7) Given the reactants [CH3:1][CH:2]([C:4]1[N:5]([CH2:17][CH:18]([CH3:20])[CH3:19])[C:6]2[C:15]3[CH:14]=[CH:13][CH:12]=[CH:11][C:10]=3[N:9]=[CH:8][C:7]=2[N:16]=1)[OH:3].[CH3:21]I, predict the reaction product. The product is: [CH3:21][O:3][CH:2]([C:4]1[N:5]([CH2:17][CH:18]([CH3:20])[CH3:19])[C:6]2[C:15]3[CH:14]=[CH:13][CH:12]=[CH:11][C:10]=3[N:9]=[CH:8][C:7]=2[N:16]=1)[CH3:1]. (8) Given the reactants Br[C:2]1[S:6][C:5]([C:7]2[CH:8]=[CH:9][C:10]3[CH2:17][CH:16]4[C:18]5([CH2:22][N:21]([CH2:23][C:24]([F:27])([F:26])[F:25])[S:20](=[O:29])(=[O:28])[NH:19]5)[CH:13]([CH2:14][CH2:15]4)[CH2:12][C:11]=3[CH:30]=2)=[N:4][CH:3]=1.[F:31][C:32]([F:43])([F:42])[C:33]1[CH:38]=[CH:37][CH:36]=[CH:35][C:34]=1B(O)O, predict the reaction product. The product is: [F:31][C:32]([F:43])([F:42])[C:33]1[CH:38]=[CH:37][CH:36]=[CH:35][C:34]=1[C:2]1[S:6][C:5]([C:7]2[CH:8]=[CH:9][C:10]3[CH2:17][CH:16]4[C:18]5([CH2:22][N:21]([CH2:23][C:24]([F:27])([F:26])[F:25])[S:20](=[O:29])(=[O:28])[NH:19]5)[CH:13]([CH2:14][CH2:15]4)[CH2:12][C:11]=3[CH:30]=2)=[N:4][CH:3]=1.